Dataset: NCI-60 drug combinations with 297,098 pairs across 59 cell lines. Task: Regression. Given two drug SMILES strings and cell line genomic features, predict the synergy score measuring deviation from expected non-interaction effect. (1) Drug 1: C1CN(CCN1C(=O)CCBr)C(=O)CCBr. Drug 2: CC12CCC3C(C1CCC2OP(=O)(O)O)CCC4=C3C=CC(=C4)OC(=O)N(CCCl)CCCl.[Na+]. Cell line: SF-539. Synergy scores: CSS=28.3, Synergy_ZIP=-10.3, Synergy_Bliss=-2.50, Synergy_Loewe=-23.7, Synergy_HSA=-1.11. (2) Drug 1: CC1=CC=C(C=C1)C2=CC(=NN2C3=CC=C(C=C3)S(=O)(=O)N)C(F)(F)F. Drug 2: CC1CCC2CC(C(=CC=CC=CC(CC(C(=O)C(C(C(=CC(C(=O)CC(OC(=O)C3CCCCN3C(=O)C(=O)C1(O2)O)C(C)CC4CCC(C(C4)OC)OCCO)C)C)O)OC)C)C)C)OC. Cell line: RPMI-8226. Synergy scores: CSS=10.8, Synergy_ZIP=-0.887, Synergy_Bliss=5.01, Synergy_Loewe=4.25, Synergy_HSA=4.93.